This data is from Forward reaction prediction with 1.9M reactions from USPTO patents (1976-2016). The task is: Predict the product of the given reaction. Given the reactants [CH3:1][C:2]1([CH3:18])[CH2:11][CH2:10][C:9]2[C:8](=[O:12])[C:7](=O)[C:6]3[CH:14]=[CH:15][CH:16]=[CH:17][C:5]=3[C:4]=2[O:3]1.[NH2:19][C:20]1[CH:48]=[CH:47][C:23]([C:24]([O:26][CH2:27][CH2:28][NH:29][C:30]([O:32][CH2:33][CH:34]2[C:46]3[CH:45]=[CH:44][CH:43]=[CH:42][C:41]=3[C:40]3[C:35]2=[CH:36][CH:37]=[CH:38][CH:39]=3)=[O:31])=[O:25])=[CH:22][CH:21]=1.C(N(CC)CC)C, predict the reaction product. The product is: [CH3:1][C:2]1([CH3:18])[CH2:11][CH2:10][C:9]2[C:8](=[O:12])/[C:7](=[N:19]\[C:20]3[CH:21]=[CH:22][C:23]([C:24]([O:26][CH2:27][CH2:28][NH:29][C:30]([O:32][CH2:33][CH:34]4[C:46]5[CH:45]=[CH:44][CH:43]=[CH:42][C:41]=5[C:40]5[C:35]4=[CH:36][CH:37]=[CH:38][CH:39]=5)=[O:31])=[O:25])=[CH:47][CH:48]=3)/[C:6]3[CH:14]=[CH:15][CH:16]=[CH:17][C:5]=3[C:4]=2[O:3]1.